This data is from NCI-60 drug combinations with 297,098 pairs across 59 cell lines. The task is: Regression. Given two drug SMILES strings and cell line genomic features, predict the synergy score measuring deviation from expected non-interaction effect. (1) Drug 1: CC(CN1CC(=O)NC(=O)C1)N2CC(=O)NC(=O)C2. Drug 2: CN(C(=O)NC(C=O)C(C(C(CO)O)O)O)N=O. Cell line: HCC-2998. Synergy scores: CSS=8.53, Synergy_ZIP=-2.67, Synergy_Bliss=-1.02, Synergy_Loewe=-5.89, Synergy_HSA=-1.91. (2) Drug 1: C1=C(C(=O)NC(=O)N1)F. Drug 2: CCCS(=O)(=O)NC1=C(C(=C(C=C1)F)C(=O)C2=CNC3=C2C=C(C=N3)C4=CC=C(C=C4)Cl)F. Cell line: HOP-92. Synergy scores: CSS=11.4, Synergy_ZIP=-2.71, Synergy_Bliss=-6.82, Synergy_Loewe=-9.00, Synergy_HSA=-7.65. (3) Drug 1: CN1C2=C(C=C(C=C2)N(CCCl)CCCl)N=C1CCCC(=O)O.Cl. Drug 2: C(CC(=O)O)C(=O)CN.Cl. Cell line: ACHN. Synergy scores: CSS=10.9, Synergy_ZIP=-2.37, Synergy_Bliss=0.153, Synergy_Loewe=-0.665, Synergy_HSA=-0.225. (4) Drug 1: C1CC(=O)NC(=O)C1N2C(=O)C3=CC=CC=C3C2=O. Drug 2: CC1C(C(CC(O1)OC2CC(CC3=C2C(=C4C(=C3O)C(=O)C5=CC=CC=C5C4=O)O)(C(=O)C)O)N)O. Cell line: SR. Synergy scores: CSS=36.9, Synergy_ZIP=0.324, Synergy_Bliss=-0.525, Synergy_Loewe=-14.8, Synergy_HSA=0.181. (5) Drug 1: COC1=NC(=NC2=C1N=CN2C3C(C(C(O3)CO)O)O)N. Drug 2: C1=CC=C(C=C1)NC(=O)CCCCCCC(=O)NO. Cell line: SF-295. Synergy scores: CSS=11.9, Synergy_ZIP=-1.31, Synergy_Bliss=3.11, Synergy_Loewe=-3.25, Synergy_HSA=0.0123.